Dataset: Peptide-MHC class I binding affinity with 185,985 pairs from IEDB/IMGT. Task: Regression. Given a peptide amino acid sequence and an MHC pseudo amino acid sequence, predict their binding affinity value. This is MHC class I binding data. (1) The binding affinity (normalized) is 0.988. The MHC is HLA-A01:01 with pseudo-sequence HLA-A01:01. The peptide sequence is ATDALMTGY. (2) The peptide sequence is ALFDRPAFK. The MHC is HLA-A68:02 with pseudo-sequence HLA-A68:02. The binding affinity (normalized) is 0.0847. (3) The peptide sequence is NSDPEFNVL. The MHC is HLA-B40:01 with pseudo-sequence HLA-B40:01. The binding affinity (normalized) is 0.212. (4) The peptide sequence is ITYGACPRY. The MHC is BoLA-T2a with pseudo-sequence BoLA-T2a. The binding affinity (normalized) is 0.268. (5) The peptide sequence is QHSFMANRM. The MHC is HLA-B27:05 with pseudo-sequence HLA-B27:05. The binding affinity (normalized) is 0.312. (6) The peptide sequence is PMIIGEPII. The MHC is HLA-A33:01 with pseudo-sequence HLA-A33:01. The binding affinity (normalized) is 0. (7) The peptide sequence is YVDRFYKTL. The MHC is HLA-B44:02 with pseudo-sequence HLA-B44:02. The binding affinity (normalized) is 0.0594.